The task is: Predict the product of the given reaction.. This data is from Forward reaction prediction with 1.9M reactions from USPTO patents (1976-2016). (1) Given the reactants [CH:1]([N:4]1[C:12]2[CH:11]=[C:10]([C:13]3[CH:14]=[C:15]4[CH:21]=[CH:20][NH:19][C:16]4=[N:17][CH:18]=3)[CH:9]=[C:8]([C:22]([O:24]C)=[O:23])[C:7]=2[C:6]([CH3:26])=[N:5]1)([CH3:3])[CH3:2].C(N1C2C=C(C3C=C4C=CNC4=NC=3)C=C(C(OC)=O)C=2C=N1)(C)C.O[Li].O, predict the reaction product. The product is: [CH:1]([N:4]1[C:12]2[CH:11]=[C:10]([C:13]3[CH:14]=[C:15]4[CH:21]=[CH:20][NH:19][C:16]4=[N:17][CH:18]=3)[CH:9]=[C:8]([C:22]([OH:24])=[O:23])[C:7]=2[C:6]([CH3:26])=[N:5]1)([CH3:3])[CH3:2]. (2) Given the reactants [Cl:1][C:2]1[CH:3]=[C:4]([CH:9]2[C:14]3[CH:15]=[CH:16][S:17][C:13]=3[C:12](=O)[CH2:11][CH2:10]2)[CH:5]=[CH:6][C:7]=1[Cl:8].O1CCCC1.C([O-])(=O)C.[Na+].Cl.[NH2:30][OH:31], predict the reaction product. The product is: [Cl:1][C:2]1[CH:3]=[C:4]([CH:9]2[C:14]3[CH:15]=[CH:16][S:17][C:13]=3[C:12](=[N:30][OH:31])[CH2:11][CH2:10]2)[CH:5]=[CH:6][C:7]=1[Cl:8]. (3) Given the reactants Br[CH:2]([CH2:5][CH3:6])[CH2:3][CH3:4].[OH-].[K+].[N:9]1([CH2:14][C:15]2([C:46]3[CH:51]=[CH:50][C:49]([F:52])=[CH:48][C:47]=3[F:53])[O:19][CH:18]([CH2:20][S:21][C:22]3[CH:27]=[CH:26][C:25]([N:28]4[CH2:33][CH2:32][N:31]([C:34]5[CH:39]=[CH:38][C:37]([N:40]6[C:44](=[O:45])[NH:43][N:42]=[CH:41]6)=[CH:36][CH:35]=5)[CH2:30][CH2:29]4)=[CH:24][CH:23]=3)[CH2:17][O:16]2)[CH:13]=[N:12][CH:11]=[N:10]1, predict the reaction product. The product is: [N:9]1([CH2:14][C:15]2([C:46]3[CH:51]=[CH:50][C:49]([F:52])=[CH:48][C:47]=3[F:53])[O:19][CH:18]([CH2:20][S:21][C:22]3[CH:23]=[CH:24][C:25]([N:28]4[CH2:33][CH2:32][N:31]([C:34]5[CH:35]=[CH:36][C:37]([N:40]6[C:44](=[O:45])[N:43]([CH:2]([CH2:5][CH3:6])[CH2:3][CH3:4])[N:42]=[CH:41]6)=[CH:38][CH:39]=5)[CH2:30][CH2:29]4)=[CH:26][CH:27]=3)[CH2:17][O:16]2)[CH:13]=[N:12][CH:11]=[N:10]1. (4) Given the reactants [CH:1]1([O:6][C:7]2[N:15]=[C:14]3[C:10]([N:11]=[CH:12][N:13]3[C@@H:16]3[O:22][C@H:21]([CH3:23])[C@@H:19]([OH:20])[C@H:17]3[OH:18])=[C:9]([NH2:24])[N:8]=2)[CH2:5][CH2:4][CH2:3][CH2:2]1.C(OC(C([Cl:34])=O)(C)C)(=O)C, predict the reaction product. The product is: [Cl:34][C@H:19]1[C@@H:21]([CH3:23])[O:22][C@@H:16]([N:13]2[CH:12]=[N:11][C:10]3[C:14]2=[N:15][C:7]([O:6][CH:1]2[CH2:5][CH2:4][CH2:3][CH2:2]2)=[N:8][C:9]=3[NH2:24])[C@@H:17]1[OH:18].[Cl:34][C@H:17]1[C@H:19]([OH:20])[C@@H:21]([CH3:23])[O:22][C@H:16]1[N:13]1[CH:12]=[N:11][C:10]2[C:14]1=[N:15][C:7]([O:6][CH:1]1[CH2:5][CH2:4][CH2:3][CH2:2]1)=[N:8][C:9]=2[NH2:24]. (5) Given the reactants [N:1]1([C:6]2[CH:11]=[CH:10][C:9]([S:12]([NH:15][C:16]3[CH:20]=[CH:19][S:18][C:17]=3[C:21]([O:23]C)=[O:22])(=[O:14])=[O:13])=[CH:8][CH:7]=2)[CH:5]=[CH:4][CH:3]=[N:2]1.[OH-].[Na+], predict the reaction product. The product is: [N:1]1([C:6]2[CH:11]=[CH:10][C:9]([S:12]([NH:15][C:16]3[CH:20]=[CH:19][S:18][C:17]=3[C:21]([OH:23])=[O:22])(=[O:14])=[O:13])=[CH:8][CH:7]=2)[CH:5]=[CH:4][CH:3]=[N:2]1.